Dataset: Full USPTO retrosynthesis dataset with 1.9M reactions from patents (1976-2016). Task: Predict the reactants needed to synthesize the given product. (1) Given the product [NH2:22][C:9]1[C:8]2=[C:7]([Br:23])[C:6]([C:3](=[O:5])[CH3:1])=[C:14]([CH2:15][N:16]3[CH2:17][CH2:18][O:19][CH2:20][CH2:21]3)[N:13]2[N:12]=[CH:11][N:10]=1, predict the reactants needed to synthesize it. The reactants are: [CH2:1]([C:3]([C:6]1[C:7]([Br:23])=[C:8]2[N:13]([C:14]=1[CH2:15][N:16]1[CH2:21][CH2:20][O:19][CH2:18][CH2:17]1)[N:12]=[CH:11][N:10]=[C:9]2[NH2:22])([OH:5])C)C.CC(OI1(OC(C)=O)(OC(C)=O)OC(=O)C2C=CC=CC1=2)=O. (2) Given the product [C:1]([O:5][C:6]([N:8]1[CH2:13][CH2:12][CH:11]([NH:18][C:17]2[CH:19]=[CH:20][CH:21]=[CH:22][C:16]=2[Cl:15])[CH2:10][CH2:9]1)=[O:7])([CH3:4])([CH3:3])[CH3:2], predict the reactants needed to synthesize it. The reactants are: [C:1]([O:5][C:6]([N:8]1[CH2:13][CH2:12][C:11](=O)[CH2:10][CH2:9]1)=[O:7])([CH3:4])([CH3:3])[CH3:2].[Cl:15][C:16]1[CH:22]=[CH:21][CH:20]=[CH:19][C:17]=1[NH2:18].C(O)(=O)C.C(O[BH-](OC(=O)C)OC(=O)C)(=O)C.[Na+]. (3) The reactants are: Cl[CH2:2][CH2:3][C:4]([NH:6][C:7]1[C:20]2[C:19](=[O:21])[C:18]3[C:13](=[CH:14][CH:15]=[CH:16][C:17]=3[NH:22][C:23](=[O:27])[CH2:24][CH2:25]Cl)[C:12](=[O:28])[C:11]=2[CH:10]=[CH:9][CH:8]=1)=[O:5].[N:29]1[CH:34]=[CH:33][CH:32]=[CH:31][CH:30]=1.[CH2:35]([NH:38][CH2:39][CH2:40][CH3:41])[CH2:36][CH3:37].[CH2:42]1COCC1. Given the product [CH2:34]([N:29]([CH2:30][CH2:31][CH3:42])[CH:24]([CH3:25])[C:23]([NH:22][C:17]1[C:18]2[C:19](=[O:21])[C:20]3[C:11](=[CH:10][CH:9]=[CH:8][C:7]=3[NH:6][C:4](=[O:5])[CH:3]([N:38]([CH2:39][CH2:40][CH3:41])[CH2:35][CH2:36][CH3:37])[CH3:2])[C:12](=[O:28])[C:13]=2[CH:14]=[CH:15][CH:16]=1)=[O:27])[CH2:33][CH3:32], predict the reactants needed to synthesize it. (4) The reactants are: Br[C:2]1[CH:3]=[C:4]([O:9][CH:10]([C:12]2[CH:17]=[C:16]([F:18])[C:15]([Cl:19])=[CH:14][C:13]=2[N:20]([CH3:22])[CH3:21])[CH3:11])[C:5]([NH2:8])=[N:6][CH:7]=1.[CH3:23][O:24][C:25]1[CH:26]=[C:27]([N:40]2[CH2:45][CH2:44][N:43]([CH3:46])[CH2:42][CH2:41]2)[CH:28]=[CH:29][C:30]=1B1OC(C)(C)C(C)(C)O1. Given the product [Cl:19][C:15]1[C:16]([F:18])=[CH:17][C:12]([CH:10]([O:9][C:4]2[C:5]([NH2:8])=[N:6][CH:7]=[C:2]([C:30]3[CH:29]=[CH:28][C:27]([N:40]4[CH2:41][CH2:42][N:43]([CH3:46])[CH2:44][CH2:45]4)=[CH:26][C:25]=3[O:24][CH3:23])[CH:3]=2)[CH3:11])=[C:13]([N:20]([CH3:22])[CH3:21])[CH:14]=1, predict the reactants needed to synthesize it. (5) Given the product [CH:24]([N:25]1[CH2:30][CH2:29][N:28]([CH2:16][CH2:15][CH2:14][CH2:13][CH:11]2[O:10][N:9]=[C:8]([C:5]3[CH:6]=[CH:7][C:2]([F:1])=[CH:3][CH:4]=3)[CH2:12]2)[CH2:27][CH2:26]1)([C:31]1[CH:36]=[CH:35][CH:34]=[CH:33][CH:32]=1)[C:18]1[CH:23]=[CH:22][CH:21]=[CH:20][CH:19]=1, predict the reactants needed to synthesize it. The reactants are: [F:1][C:2]1[CH:7]=[CH:6][C:5]([C:8]2[CH2:12][CH:11]([CH2:13][CH2:14][CH2:15][CH:16]=O)[O:10][N:9]=2)=[CH:4][CH:3]=1.[C:18]1([CH:24]([C:31]2[CH:36]=[CH:35][CH:34]=[CH:33][CH:32]=2)[N:25]2[CH2:30][CH2:29][NH:28][CH2:27][CH2:26]2)[CH:23]=[CH:22][CH:21]=[CH:20][CH:19]=1.[BH-](OC(C)=O)(OC(C)=O)OC(C)=O.[Na+]. (6) Given the product [CH3:1][O:2][C:3](=[O:14])[C:4]1[CH:9]=[C:8]([C:10]2[S:12][CH:16]=[C:17]([C:19]3[CH:24]=[CH:23][C:22]([Cl:25])=[C:21]([Cl:26])[CH:20]=3)[N:11]=2)[CH:7]=[CH:6][C:5]=1[Br:13], predict the reactants needed to synthesize it. The reactants are: [CH3:1][O:2][C:3](=[O:14])[C:4]1[CH:9]=[C:8]([C:10](=[S:12])[NH2:11])[CH:7]=[CH:6][C:5]=1[Br:13].Br[CH2:16][C:17]([C:19]1[CH:24]=[CH:23][C:22]([Cl:25])=[C:21]([Cl:26])[CH:20]=1)=O. (7) Given the product [CH3:1][O:2][C:3](=[O:19])[C:4]([C:5]1[CH:10]=[CH:9][C:8]([O:11][CH2:12][C:13]2[CH:14]=[CH:15][CH:16]=[CH:17][CH:18]=2)=[CH:7][CH:6]=1)=[CH:22][N:23]([CH3:25])[CH3:24], predict the reactants needed to synthesize it. The reactants are: [CH3:1][O:2][C:3](=[O:19])[CH2:4][C:5]1[CH:10]=[CH:9][C:8]([O:11][CH2:12][C:13]2[CH:18]=[CH:17][CH:16]=[CH:15][CH:14]=2)=[CH:7][CH:6]=1.CO[CH:22](N(C)C)[N:23]([CH3:25])[CH3:24]. (8) The reactants are: Br[C:2]1[CH:3]=[CH:4][C:5]([O:18][CH:19]([CH3:21])[CH3:20])=[C:6]([C:8]2[O:9][C:10]3[CH:16]=[CH:15][C:14]([CH3:17])=[CH:13][C:11]=3[N:12]=2)[CH:7]=1.[Na+].[I-:23]. Given the product [I:23][C:2]1[CH:3]=[CH:4][C:5]([O:18][CH:19]([CH3:21])[CH3:20])=[C:6]([C:8]2[O:9][C:10]3[CH:16]=[CH:15][C:14]([CH3:17])=[CH:13][C:11]=3[N:12]=2)[CH:7]=1, predict the reactants needed to synthesize it.